Task: Predict the product of the given reaction.. Dataset: Forward reaction prediction with 1.9M reactions from USPTO patents (1976-2016) (1) Given the reactants C([O:3][C:4](=[O:21])[CH2:5][C:6]1[CH:11]=[CH:10][CH:9]=[C:8]([CH2:12][O:13][C:14]2[CH:19]=[CH:18][C:17](I)=[CH:16][CH:15]=2)[CH:7]=1)C.[C:22]([NH:25][C:26]1[CH:27]=[C:28](B(O)O)[CH:29]=[CH:30][CH:31]=1)(=[O:24])[CH3:23], predict the reaction product. The product is: [C:22]([NH:25][C:26]1[CH:31]=[C:30]([C:17]2[CH:16]=[CH:15][C:14]([O:13][CH2:12][C:8]3[CH:7]=[C:6]([CH2:5][C:4]([OH:3])=[O:21])[CH:11]=[CH:10][CH:9]=3)=[CH:19][CH:18]=2)[CH:29]=[CH:28][CH:27]=1)(=[O:24])[CH3:23]. (2) Given the reactants [CH3:1][O:2][C:3]1[CH:4]=[C:5]2[C:9](=[CH:10][CH:11]=1)[NH:8][CH:7]=[C:6]2[CH:12]=[O:13].[H-].[Na+].CI.[C:18](=O)(O)[O-].[Na+], predict the reaction product. The product is: [CH3:1][O:2][C:3]1[CH:4]=[C:5]2[C:9](=[CH:10][CH:11]=1)[N:8]([CH3:18])[CH:7]=[C:6]2[CH:12]=[O:13]. (3) Given the reactants [Si:1]([O:18][CH:19]1[CH2:22][N:21]([C:23]2[S:24][CH:25]=[C:26]([C:28](OCC)=[O:29])[N:27]=2)[CH2:20]1)([C:14]([CH3:17])([CH3:16])[CH3:15])([C:8]1[CH:13]=[CH:12][CH:11]=[CH:10][CH:9]=1)[C:2]1[CH:7]=[CH:6][CH:5]=[CH:4][CH:3]=1.[Si:33]([O:50][CH2:51][C@@H:52]([NH2:55])[CH2:53][CH3:54])([C:46]([CH3:49])([CH3:48])[CH3:47])([C:40]1[CH:45]=[CH:44][CH:43]=[CH:42][CH:41]=1)[C:34]1[CH:39]=[CH:38][CH:37]=[CH:36][CH:35]=1.C[Al](C)C.C(O)(=O)C.C(OCC)(=O)C, predict the reaction product. The product is: [Si:1]([O:18][CH:19]1[CH2:20][N:21]([C:23]2[S:24][CH:25]=[C:26]([C:28](=[O:29])[NH:55][C@H:52]([CH2:51][O:50][Si:33]([C:46]([CH3:47])([CH3:49])[CH3:48])([C:40]3[CH:41]=[CH:42][CH:43]=[CH:44][CH:45]=3)[C:34]3[CH:35]=[CH:36][CH:37]=[CH:38][CH:39]=3)[CH2:53][CH3:54])[N:27]=2)[CH2:22]1)([C:14]([CH3:16])([CH3:17])[CH3:15])([C:2]1[CH:3]=[CH:4][CH:5]=[CH:6][CH:7]=1)[C:8]1[CH:13]=[CH:12][CH:11]=[CH:10][CH:9]=1.